Dataset: Full USPTO retrosynthesis dataset with 1.9M reactions from patents (1976-2016). Task: Predict the reactants needed to synthesize the given product. (1) Given the product [C:7]([C:9]1[C:10]([CH2:22][CH3:23])=[C:11]([CH2:19][OH:20])[C:12]2[C:17]([CH:18]=1)=[CH:16][CH:15]=[CH:14][CH:13]=2)#[N:8], predict the reactants needed to synthesize it. The reactants are: C(Cl)(=O)C(Cl)=O.[C:7]([C:9]1[C:10]([CH2:22][CH3:23])=[C:11]([C:19](O)=[O:20])[C:12]2[C:17]([CH:18]=1)=[CH:16][CH:15]=[CH:14][CH:13]=2)#[N:8].[BH4-].[Na+]. (2) Given the product [OH:4][CH:1]1[O:5][CH2:15][CH2:14][N:13]([CH2:12][C:11]2[CH:17]=[CH:18][CH:19]=[C:9]([N+:6]([O-:8])=[O:7])[CH:10]=2)[C:2]1=[O:3], predict the reactants needed to synthesize it. The reactants are: [C:1]([OH:5])(=[O:4])[CH:2]=[O:3].[N+:6]([C:9]1[CH:10]=[C:11]([CH:17]=[CH:18][CH:19]=1)[CH2:12][NH:13][CH2:14][CH2:15]O)([O-:8])=[O:7].O.